Predict which catalyst facilitates the given reaction. From a dataset of Catalyst prediction with 721,799 reactions and 888 catalyst types from USPTO. (1) Reactant: [CH:1]12[CH2:7][CH:4]([CH2:5][CH2:6]1)[CH2:3][CH:2]2[N:8]1[C:13]2=[N:14][C:15](S(C)=O)=[N:16][CH:17]=[C:12]2[CH2:11][NH:10][C:9]1=[O:21].[NH2:22][C:23]1[CH:28]=[CH:27][C:26]([N:29]2[CH2:34][CH2:33][N:32]([CH3:35])[CH2:31][CH2:30]2)=[CH:25][CH:24]=1.FC(F)(F)C(O)=O. Product: [CH:1]12[CH2:7][CH:4]([CH2:5][CH2:6]1)[CH2:3][CH:2]2[N:8]1[C:13]2=[N:14][C:15]([NH:22][C:23]3[CH:24]=[CH:25][C:26]([N:29]4[CH2:30][CH2:31][N:32]([CH3:35])[CH2:33][CH2:34]4)=[CH:27][CH:28]=3)=[N:16][CH:17]=[C:12]2[CH2:11][NH:10][C:9]1=[O:21]. The catalyst class is: 115. (2) Reactant: [F:1][C:2]1[CH:7]=[C:6]([F:8])[CH:5]=[CH:4][C:3]=1[C:9]1[CH:19]=[C:13]([C:14]([O:16][CH2:17][CH3:18])=[O:15])[C:12]([OH:20])=[CH:11][CH:10]=1.Cl[C:22]1[C:31]2[C:26](=[CH:27][C:28]([O:34][CH3:35])=[C:29]([O:32][CH3:33])[CH:30]=2)[N:25]=[CH:24][CH:23]=1. Product: [CH3:33][O:32][C:29]1[CH:30]=[C:31]2[C:26](=[CH:27][C:28]=1[O:34][CH3:35])[N:25]=[CH:24][CH:23]=[C:22]2[O:20][C:12]1[CH:11]=[CH:10][C:9]([C:3]2[CH:4]=[CH:5][C:6]([F:8])=[CH:7][C:2]=2[F:1])=[CH:19][C:13]=1[C:14]([O:16][CH2:17][CH3:18])=[O:15]. The catalyst class is: 420. (3) The catalyst class is: 104. Reactant: Br[C:2]1[CH:3]=[C:4]([N:8]2[C:16]3[CH:15]=[CH:14][C:13]([CH3:17])=[CH:12][C:11]=3[C:10]3[CH2:18][N:19]([CH3:22])[CH2:20][CH2:21][C:9]2=3)[CH:5]=[CH:6][CH:7]=1.[F:23][C:24]1[CH:29]=[CH:28][C:27](B2OC(C)(C)C(C)(C)O2)=[CH:26][N:25]=1.C([O-])([O-])=O.[K+].[K+].O. Product: [F:23][C:24]1[N:25]=[CH:26][C:27]([C:2]2[CH:3]=[C:4]([N:8]3[C:16]4[CH:15]=[CH:14][C:13]([CH3:17])=[CH:12][C:11]=4[C:10]4[CH2:18][N:19]([CH3:22])[CH2:20][CH2:21][C:9]3=4)[CH:5]=[CH:6][CH:7]=2)=[CH:28][CH:29]=1.